The task is: Predict which catalyst facilitates the given reaction.. This data is from Catalyst prediction with 721,799 reactions and 888 catalyst types from USPTO. (1) Reactant: [CH3:1][C:2]1[CH:7]=[CH:6][C:5]([CH:8]2[CH2:12][CH2:11][CH2:10][NH:9]2)=[CH:4][CH:3]=1.[ClH:13].[N:14]1([C:19](N)=[NH:20])C=CC=N1.CCN(C(C)C)C(C)C. Product: [ClH:13].[CH3:1][C:2]1[CH:3]=[CH:4][C:5]([CH:8]2[CH2:12][CH2:11][CH2:10][N:9]2[C:19](=[NH:14])[NH2:20])=[CH:6][CH:7]=1. The catalyst class is: 10. (2) Reactant: [C:1]1([CH:8]=[CH:7][C:5]([OH:6])=[CH:4][CH:3]=1)[OH:2].C([O-])([O-])=O.[K+].[K+].F[C:16]1[CH:21]=[CH:20][C:19]([CH3:22])=[CH:18][C:17]=1[N+:23]([O-:25])=[O:24]. Product: [CH3:22][C:19]1[CH:20]=[CH:21][C:16]([O:2][C:1]2[CH:8]=[CH:7][C:5]([OH:6])=[CH:4][CH:3]=2)=[C:17]([N+:23]([O-:25])=[O:24])[CH:18]=1. The catalyst class is: 31.